From a dataset of Catalyst prediction with 721,799 reactions and 888 catalyst types from USPTO. Predict which catalyst facilitates the given reaction. (1) Reactant: [C:1]([C:4]1[CH:5]=[C:6]([NH:10]/[C:11](=[C:18]2\[C:19](=[O:27])[NH:20][C:21]3[C:26]\2=[CH:25][CH:24]=[CH:23][CH:22]=3)/[C:12]2[CH:17]=[CH:16][CH:15]=[CH:14][CH:13]=2)[CH:7]=[CH:8][CH:9]=1)([OH:3])=O.Cl.CN.[CH3:31][N:32](C(ON1N=NC2C=CC=CC1=2)=[N+](C)C)C.[B-](F)(F)(F)F.C1C=CC2N(O)N=NC=2C=1. The catalyst class is: 338. Product: [CH3:31][NH:32][C:1]([C:4]1[CH:5]=[C:6]([NH:10]/[C:11](=[C:18]2\[C:19](=[O:27])[NH:20][C:21]3[C:26]\2=[CH:25][CH:24]=[CH:23][CH:22]=3)/[C:12]2[CH:17]=[CH:16][CH:15]=[CH:14][CH:13]=2)[CH:7]=[CH:8][CH:9]=1)=[O:3]. (2) Reactant: [C:1]([O:5][C:6]([N:8]1[CH2:13][CH2:12][N:11]([C:14]2C=[CH:18][C:17](Br)=[CH:16][C:15]=2C2CCC(C)(C)CC2)[CH2:10][CH2:9]1)=[O:7])([CH3:4])([CH3:3])[CH3:2].Cl.[CH3:30][O:31][C@H:32]1[CH2:37][CH2:36][CH2:35][NH:34][CH2:33]1.C[C:39]([CH3:42])([O-])C.[Na+].F[B-](F)(F)F.[C:49]([PH+](C(C)(C)C)C(C)(C)C)(C)(C)[CH3:50].[C:62]1([CH3:69])[C:63](C)=[CH:64][CH:65]=[CH:66][CH:67]=1. Product: [C:1]([O:5][C:6]([N:8]1[CH2:13][CH2:12][N:11]([C:14]2[CH:15]=[CH:16][C:17]([N:34]3[CH2:35][CH2:36][CH2:37][C@H:32]([O:31][CH3:30])[CH2:33]3)=[CH:18][C:69]=2[CH:62]2[CH2:67][CH2:66][C:65]([CH2:39][CH3:42])([CH2:49][CH3:50])[CH2:64][CH2:63]2)[CH2:10][CH2:9]1)=[O:7])([CH3:4])([CH3:3])[CH3:2]. The catalyst class is: 167. (3) The catalyst class is: 21. Reactant: Cl[C:2]1[CH:7]=[C:6]([Cl:8])[N:5]=[CH:4][N:3]=1.[CH3:9][C:10]1[CH:15]=[C:14]([NH2:16])[CH:13]=[C:12]([CH3:17])[C:11]=1[OH:18].[OH-:19].[Na+].[OH2:21]. Product: [Cl:8][C:6]1[CH:7]=[C:2]([O:18][C:11]2[C:10]([CH3:9])=[CH:15][C:14]([N+:16]([O-:21])=[O:19])=[CH:13][C:12]=2[CH3:17])[N:3]=[CH:4][N:5]=1.